The task is: Predict the product of the given reaction.. This data is from Forward reaction prediction with 1.9M reactions from USPTO patents (1976-2016). (1) Given the reactants [CH2:1]([N:8]1[C:17]([C:18](O)=[O:19])=[C:16]([C:21]2[CH:26]=[CH:25][CH:24]=[CH:23][CH:22]=2)[C:15]2[C:10](=[CH:11][CH:12]=[C:13]([Br:27])[CH:14]=2)[C:9]1=[O:28])[C:2]1[CH:7]=[CH:6][CH:5]=[CH:4][CH:3]=1.C(Cl)(=O)C(Cl)=O.CN(C=O)C, predict the reaction product. The product is: [CH2:1]([N:8]1[C:17]([CH2:18][OH:19])=[C:16]([C:21]2[CH:22]=[CH:23][CH:24]=[CH:25][CH:26]=2)[C:15]2[C:10](=[CH:11][CH:12]=[C:13]([Br:27])[CH:14]=2)[C:9]1=[O:28])[C:2]1[CH:3]=[CH:4][CH:5]=[CH:6][CH:7]=1. (2) Given the reactants [F:1][C:2]1[CH:3]=[CH:4][C:5]([NH2:8])=[N:6][CH:7]=1.Br[C:10]1[C:11](=[O:18])[N:12]([CH3:17])[CH:13]=[C:14]([Br:16])[CH:15]=1.C(=O)([O-])[O-].[Cs+].[Cs+].CC1(C)C2C(=C(P(C3C=CC=CC=3)C3C=CC=CC=3)C=CC=2)OC2C(P(C3C=CC=CC=3)C3C=CC=CC=3)=CC=CC1=2, predict the reaction product. The product is: [Br:16][C:14]1[CH:15]=[C:10]([NH:8][C:5]2[CH:4]=[CH:3][C:2]([F:1])=[CH:7][N:6]=2)[C:11](=[O:18])[N:12]([CH3:17])[CH:13]=1. (3) Given the reactants [F:1][C:2]([F:36])([F:35])[C:3]([N:5]1[CH:10]2[CH2:11][CH2:12][CH:6]1[CH2:7][C:8](=[C:13]1[C:26]3[CH:25]=[CH:24][CH:23]=[C:22](OS(C(F)(F)F)(=O)=O)[C:21]=3[O:20][C:19]3[C:14]1=[CH:15][CH:16]=[CH:17][CH:18]=3)[CH2:9]2)=[O:4].[C-:37]#[N:38], predict the reaction product. The product is: [F:36][C:2]([F:35])([F:1])[C:3]([N:5]1[CH:10]2[CH2:11][CH2:12][CH:6]1[CH2:7][C:8](=[C:13]1[C:26]3[CH:25]=[CH:24][CH:23]=[C:22]([C:37]#[N:38])[C:21]=3[O:20][C:19]3[C:14]1=[CH:15][CH:16]=[CH:17][CH:18]=3)[CH2:9]2)=[O:4].